Dataset: Catalyst prediction with 721,799 reactions and 888 catalyst types from USPTO. Task: Predict which catalyst facilitates the given reaction. Reactant: [OH:1][C:2]1[CH:11]=[C:10]2[C:5]([C:6]([O:12][C:13]3[CH:26]=[CH:25][C:16]4[C:17]([C:21]([NH:23][CH3:24])=[O:22])=[C:18]([CH3:20])[O:19][C:15]=4[CH:14]=3)=[CH:7][CH:8]=[N:9]2)=[CH:4][CH:3]=1.Br[CH2:28][CH2:29][CH2:30][C:31]([O:33]C)=[O:32].C([O-])([O-])=O.[Cs+].[Cs+].CC#N. Product: [CH3:20][C:18]1[O:19][C:15]2[CH:14]=[C:13]([O:12][C:6]3[C:5]4[C:10](=[CH:11][C:2]([O:1][CH2:28][CH2:29][CH2:30][C:31]([OH:33])=[O:32])=[CH:3][CH:4]=4)[N:9]=[CH:8][CH:7]=3)[CH:26]=[CH:25][C:16]=2[C:17]=1[C:21]([NH:23][CH3:24])=[O:22]. The catalyst class is: 3.